From a dataset of Reaction yield outcomes from USPTO patents with 853,638 reactions. Predict the reaction yield, written as a fraction of the theoretical maximum amount of product (1.0 means a 100% yield; for example, 0.34 means a 34% yield). (1) The reactants are C([O:3][C:4]([C:6]1[CH:7]=[C:8]2[C:13](=[CH:14][CH:15]=1)[N:12]=[C:11]([C:16]1[CH:21]=[CH:20][C:19]([C:22]3[NH:26][C:25]([C@@H:27]4[CH2:31][CH2:30][CH2:29][N:28]4[C:32](=[O:42])[C@@H:33]([NH:37][C:38](=[O:41])[O:39][CH3:40])[CH:34]([CH3:36])[CH3:35])=[N:24][CH:23]=3)=[CH:18][CH:17]=1)[CH:10]=[N:9]2)=[CH2:5])C.C1C(=O)N([Br:50])C(=O)C1. The catalyst is C1COCC1.O. The product is [Br:50][CH2:3][C:4]([C:6]1[CH:7]=[C:8]2[C:13](=[CH:14][CH:15]=1)[N:12]=[C:11]([C:16]1[CH:21]=[CH:20][C:19]([C:22]3[NH:26][C:25]([C@@H:27]4[CH2:31][CH2:30][CH2:29][N:28]4[C:32](=[O:42])[C@@H:33]([NH:37][C:38](=[O:41])[O:39][CH3:40])[CH:34]([CH3:36])[CH3:35])=[N:24][CH:23]=3)=[CH:18][CH:17]=1)[CH:10]=[N:9]2)=[O:5]. The yield is 0.210. (2) The reactants are O=P(Cl)(Cl)Cl.[F:6][C:7]([F:30])([F:29])[C:8]([N:10]1[CH2:28][CH2:27][C:13]2([C:18]3=[C:19]([CH3:22])[CH:20]=[CH:21][N:17]3[C:16]3[CH:23]=[CH:24][CH:25]=[CH:26][C:15]=3[O:14]2)[CH2:12][CH2:11]1)=[O:9].[OH-].[Na+].CN([CH:36]=[O:37])C. No catalyst specified. The product is [CH3:22][C:19]1[CH:20]=[C:21]([CH:36]=[O:37])[N:17]2[C:18]=1[C:13]1([CH2:27][CH2:28][N:10]([C:8](=[O:9])[C:7]([F:6])([F:29])[F:30])[CH2:11][CH2:12]1)[O:14][C:15]1[CH:26]=[CH:25][CH:24]=[CH:23][C:16]2=1. The yield is 0.240. (3) The catalyst is CCOCC. The reactants are [H-].[H-].[H-].[H-].[Li+].[Al+3].[C:7]1([CH2:13][CH2:14][CH2:15][CH2:16][C:17](O)=[O:18])[CH:12]=[CH:11][CH:10]=[CH:9][CH:8]=1.O.[OH-].[K+]. The product is [C:7]1([CH2:13][CH2:14][CH2:15][CH2:16][CH2:17][OH:18])[CH:12]=[CH:11][CH:10]=[CH:9][CH:8]=1. The yield is 0.950. (4) The reactants are [CH3:1][O:2][C:3]1[CH:4]=[C:5]2[C:10](=[CH:11][C:12]=1[O:13][CH3:14])[N:9]=[CH:8][CH:7]=[C:6]2[O:15][C:16]1[C:22]([CH3:23])=[CH:21][C:19]([NH2:20])=[C:18]([CH3:24])[CH:17]=1.Cl[C:26](Cl)([O:28][C:29](=[O:35])OC(Cl)(Cl)Cl)Cl.O[C:38]1[CH:39]=[C:40]([CH:43]=C[CH:45]=1)[C:41]#[N:42].C(=O)(O)[O-].[Na+]. The catalyst is C(Cl)Cl.C(N(CC)CC)C.C1(C)C=CC=CC=1. The product is [CH3:1][O:2][C:3]1[CH:4]=[C:5]2[C:10](=[CH:11][C:12]=1[O:13][CH3:14])[N:9]=[CH:8][CH:7]=[C:6]2[O:15][C:16]1[C:22]([CH3:23])=[CH:21][C:19]([NH:20][C:29](=[O:35])[O:28][C:26]2[CH:45]=[CH:38][CH:39]=[C:40]([C:41]#[N:42])[CH:43]=2)=[C:18]([CH3:24])[CH:17]=1. The yield is 0.530. (5) The reactants are [NH2:1][C:2]1[CH:3]=[N:4][N:5]([CH3:25])[C:6]=1[N:7]1[CH2:13][CH2:12][CH2:11][C@H:10]([NH:14]C(=O)OCC2C=CC=CC=2)[CH2:9][CH2:8]1.C(OC([NH:33][C:34]1[S:38][C:37]([C:39]2[C:44]([F:45])=[CH:43][CH:42]=[CH:41][C:40]=2[F:46])=[N:36][C:35]=1[C:47](O)=[O:48])=O)(C)(C)C.CN(C(ON1N=NC2C=CC=NC1=2)=[N+](C)C)C.F[P-](F)(F)(F)(F)F. No catalyst specified. The product is [NH2:33][C:34]1[S:38][C:37]([C:39]2[C:44]([F:45])=[CH:43][CH:42]=[CH:41][C:40]=2[F:46])=[N:36][C:35]=1[C:47]([NH:1][C:2]1[CH:3]=[N:4][N:5]([CH3:25])[C:6]=1[N:7]1[CH2:13][CH2:12][CH2:11][C@H:10]([NH2:14])[CH2:9][CH2:8]1)=[O:48]. The yield is 0.250.